Task: Predict the reactants needed to synthesize the given product.. Dataset: Full USPTO retrosynthesis dataset with 1.9M reactions from patents (1976-2016) Given the product [Cl:10][C:8]1[CH:7]=[CH:6][C:5]([NH:11][CH:12]([CH3:14])[CH3:13])=[C:4]([CH:9]=1)[C:3]([OH:15])=[O:2], predict the reactants needed to synthesize it. The reactants are: C[O:2][C:3](=[O:15])[C:4]1[CH:9]=[C:8]([Cl:10])[CH:7]=[CH:6][C:5]=1[NH:11][CH:12]([CH3:14])[CH3:13].[OH-].[Na+].